Predict the reactants needed to synthesize the given product. From a dataset of Full USPTO retrosynthesis dataset with 1.9M reactions from patents (1976-2016). (1) Given the product [O:9]1[C:8]2[CH:3]=[CH:4][C:5]([C:13]3[CH:17]=[C:16]([C:18]4[NH:27][C:24]5[CH:25]=[CH:26][C:21]([F:20])=[CH:22][C:23]=5[N:28]=4)[NH:15][N:14]=3)=[CH:6][C:7]=2[O:11][CH2:12]1, predict the reactants needed to synthesize it. The reactants are: CO[C:3]1[CH:4]=[C:5]([C:13]2[CH:17]=[C:16]([CH:18]=O)[NH:15][N:14]=2)[CH:6]=[C:7]([O:11][CH3:12])[C:8]=1[O:9]C.[F:20][C:21]1[CH:22]=[C:23]([NH2:28])[C:24]([NH2:27])=[CH:25][CH:26]=1. (2) Given the product [Br:14][C:15]1[CH:16]=[C:17]2[C:23]([C:24]([NH:13][CH2:12][CH2:11][N:5]3[CH2:10][CH2:9][O:8][CH2:7][CH2:6]3)=[O:25])=[CH:22][NH:21][C:18]2=[N:19][CH:20]=1, predict the reactants needed to synthesize it. The reactants are: C[Al](C)C.[N:5]1([CH2:11][CH2:12][NH2:13])[CH2:10][CH2:9][O:8][CH2:7][CH2:6]1.[Br:14][C:15]1[CH:16]=[C:17]2[C:23]([C:24](OC)=[O:25])=[CH:22][NH:21][C:18]2=[N:19][CH:20]=1. (3) The reactants are: [O:1]1[CH2:3][CH:2]1[CH2:4][O:5][C:6]1[CH:7]=[C:8]([CH:11]=[CH:12][CH:13]=1)[CH:9]=[O:10].[CH2:14]1[C:23]2[C:18](=[CH:19][CH:20]=[CH:21][CH:22]=2)[CH2:17][CH2:16][NH:15]1. Given the product [CH2:14]1[C:23]2[C:18](=[CH:19][CH:20]=[CH:21][CH:22]=2)[CH2:17][CH2:16][N:15]1[CH2:3][CH:2]([OH:1])[CH2:4][O:5][C:6]1[CH:7]=[C:8]([CH:11]=[CH:12][CH:13]=1)[CH:9]=[O:10], predict the reactants needed to synthesize it. (4) Given the product [CH3:6][O:7][C:8]1[CH:17]=[C:16]2[C:11]([CH:12]=[CH:13][C:14](=[O:18])[N:15]2[CH2:26][CH2:27][CH2:28][C:29]2([C:42]([O:44][CH2:45][CH3:46])=[O:43])[CH2:34][CH2:33][N:32]([C:35]([O:37][C:38]([CH3:39])([CH3:40])[CH3:41])=[O:36])[CH2:31][CH2:30]2)=[CH:10][CH:9]=1, predict the reactants needed to synthesize it. The reactants are: CN(C)C=O.[CH3:6][O:7][C:8]1[CH:17]=[C:16]2[C:11]([CH:12]=[CH:13][C:14](=[O:18])[NH:15]2)=[CH:10][CH:9]=1.[H-].[Na+].CS(O[CH2:26][CH2:27][CH2:28][C:29]1([C:42]([O:44][CH2:45][CH3:46])=[O:43])[CH2:34][CH2:33][N:32]([C:35]([O:37][C:38]([CH3:41])([CH3:40])[CH3:39])=[O:36])[CH2:31][CH2:30]1)(=O)=O. (5) Given the product [Cl:1][C:2]1[CH:3]=[C:4]([C:12]2[O:14][N:49]=[C:50]([C:51]3[CH:52]=[C:53]4[C:57](=[CH:58][C:59]=3[CH3:60])[N:56]([CH2:61][CH2:62][CH2:63][C:64]([O:66][CH2:67][CH3:68])=[O:65])[N:55]=[CH:54]4)[N:69]=2)[CH:5]=[N:6][C:7]=1[O:8][CH:9]([CH3:10])[CH3:11], predict the reactants needed to synthesize it. The reactants are: [Cl:1][C:2]1[CH:3]=[C:4]([C:12]([OH:14])=O)[CH:5]=[N:6][C:7]=1[O:8][CH:9]([CH3:11])[CH3:10].CN(C(ON1N=NC2C=CC=NC1=2)=[N+](C)C)C.F[P-](F)(F)(F)(F)F.CCN(C(C)C)C(C)C.O[NH:49][C:50](=[NH:69])[C:51]1[CH:52]=[C:53]2[C:57](=[CH:58][C:59]=1[CH3:60])[N:56]([CH2:61][CH2:62][CH2:63][C:64]([O:66][CH2:67][CH3:68])=[O:65])[N:55]=[CH:54]2. (6) Given the product [NH:14]1[CH2:13][CH:12]([O:11][C:10]2[CH:23]=[CH:24][C:7]([CH2:6][N:1]3[CH2:2][CH2:3][CH2:4][CH2:5]3)=[CH:8][CH:9]=2)[CH2:15]1, predict the reactants needed to synthesize it. The reactants are: [N:1]1([CH2:6][C:7]2[CH:24]=[CH:23][C:10]([O:11][CH:12]3[CH2:15][N:14](C(OC(C)(C)C)=O)[CH2:13]3)=[CH:9][CH:8]=2)[CH2:5][CH2:4][CH2:3][CH2:2]1.C(O)(C(F)(F)F)=O.